From a dataset of Catalyst prediction with 721,799 reactions and 888 catalyst types from USPTO. Predict which catalyst facilitates the given reaction. (1) Reactant: [Cl:1][C:2]1[CH:3]=[C:4]2[C:9](=[CH:10][CH:11]=1)[NH:8][CH:7]([C:12]1[CH:13]=[C:14]([S:18](Cl)(=[O:20])=[O:19])[CH:15]=[CH:16][CH:17]=1)[CH2:6][C:5]2([CH3:23])[CH3:22].[N:24]1C=CC=C[CH:25]=1.Cl.CN. Product: [Cl:1][C:2]1[CH:3]=[C:4]2[C:9](=[CH:10][CH:11]=1)[NH:8][CH:7]([C:12]1[CH:13]=[C:14]([S:18]([NH:24][CH3:25])(=[O:20])=[O:19])[CH:15]=[CH:16][CH:17]=1)[CH2:6][C:5]2([CH3:23])[CH3:22]. The catalyst class is: 4. (2) Reactant: [CH:1]1[C:6]2[C:7]([N:16]3[CH2:21][CH2:20][N:19]([CH2:22][CH2:23][O:24][CH2:25][CH2:26][O:27]C(=O)C4C=CC=CC=4)[CH2:18][CH2:17]3)=[N:8][C:9]3[CH:15]=[CH:14][CH:13]=[CH:12][C:10]=3[S:11][C:5]=2[CH:4]=[CH:3][CH:2]=1.[OH-].[Na+]. The catalyst class is: 8. Product: [CH:2]1[CH:3]=[CH:4][C:5]2[S:11][C:10]3[CH:12]=[CH:13][CH:14]=[CH:15][C:9]=3[N:8]=[C:7]([N:16]3[CH2:21][CH2:20][N:19]([CH2:22][CH2:23][O:24][CH2:25][CH2:26][OH:27])[CH2:18][CH2:17]3)[C:6]=2[CH:1]=1. (3) Reactant: [NH2:1][C:2]1[N:3]=[C:4]([Cl:19])[C:5]2[CH2:10][C:9](=[O:11])[N:8]([CH2:12][C:13]3[CH:17]=[CH:16][N:15]([CH3:18])[N:14]=3)[C:6]=2[N:7]=1.[CH:20]([C:22]1[NH:26][CH:25]=[C:24]([C:27]([OH:29])=[O:28])[CH:23]=1)=O.N1CCCCC1. Product: [NH2:1][C:2]1[N:3]=[C:4]([Cl:19])[C:5]2=[C:6]([N:8]([CH2:12][C:13]3[CH:17]=[CH:16][N:15]([CH3:18])[N:14]=3)[C:9](=[O:11])/[C:10]/2=[CH:20]\[C:22]2[NH:26][CH:25]=[C:24]([C:27]([OH:29])=[O:28])[CH:23]=2)[N:7]=1. The catalyst class is: 14. (4) Reactant: [NH2:1][CH2:2][C:3]1[C:4]([CH2:20][C:21]([CH3:24])([CH3:23])[CH3:22])=[N:5][C:6]([CH3:19])=[C:7]([C:11]=1[C:12]1[CH:17]=[CH:16][C:15]([CH3:18])=[CH:14][CH:13]=1)[C:8]([OH:10])=[O:9].O.[C:26]([OH:35])(=[O:34])[CH:27]([CH:29]([C:31]([OH:33])=[O:32])[OH:30])[OH:28]. Product: [C:26]([OH:35])(=[O:34])[CH:27]([CH:29]([C:31]([OH:33])=[O:32])[OH:30])[OH:28].[NH2:1][CH2:2][C:3]1[C:4]([CH2:20][C:21]([CH3:24])([CH3:23])[CH3:22])=[N:5][C:6]([CH3:19])=[C:7]([C:11]=1[C:12]1[CH:17]=[CH:16][C:15]([CH3:18])=[CH:14][CH:13]=1)[C:8]([OH:10])=[O:9]. The catalyst class is: 10. (5) Reactant: [NH2:1][C:2]1[CH:10]=[CH:9][C:8]([Cl:11])=[CH:7][C:3]=1[C:4](O)=[O:5].C(O)(=O)C.[O-:16][C:17]#[N:18].[K+].[OH-].[Na+]. Product: [Cl:11][C:8]1[CH:7]=[C:3]2[C:2](=[CH:10][CH:9]=1)[N:1]=[C:17]([OH:16])[N:18]=[C:4]2[OH:5]. The catalyst class is: 6. (6) Reactant: [CH3:1][N:2]([CH3:16])[CH2:3][CH2:4][CH2:5][C:6]1[CH:10]=[C:9]([C:11]2[S:12][CH:13]=[CH:14][CH:15]=2)[NH:8][CH:7]=1.[CH:17](OC)(OC)[O:18]C. Product: [CH3:16][N:2]([CH3:1])[CH2:3][CH2:4][CH2:5][C:6]1[CH:10]=[C:9]([C:11]2[S:12][CH:13]=[CH:14][CH:15]=2)[NH:8][C:7]=1[CH:17]=[O:18]. The catalyst class is: 67. (7) Reactant: [C:1]([C:4]1[CH:9]=[CH:8][N:7]=[CH:6][CH:5]=1)(=O)[CH3:2].COC(OC)[N:13]([CH3:15])C.O.[NH2:19]N. Product: [N:7]1[CH:8]=[CH:9][C:4]([C:1]2[CH:2]=[CH:15][NH:13][N:19]=2)=[CH:5][CH:6]=1. The catalyst class is: 6. (8) Reactant: C(OC(=O)[NH:5][C:6](=S)[NH:7][C:8]1[CH:13]=[CH:12][C:11]([O:14][C:15]2[CH:20]=[CH:19][CH:18]=[C:17]([NH:21][C:22]([C:24]3[C:29]([CH3:30])=[CH:28][CH:27]=[CH:26][N:25]=3)=[O:23])[CH:16]=2)=[CH:10][N:9]=1)C.[Cl-].O[NH3+].C([N:39](CC)C(C)C)(C)C.C(O)C. Product: [NH2:39][C:6]1[N:7]=[C:8]2[CH:13]=[CH:12][C:11]([O:14][C:15]3[CH:16]=[C:17]([NH:21][C:22]([C:24]4[C:29]([CH3:30])=[CH:28][CH:27]=[CH:26][N:25]=4)=[O:23])[CH:18]=[CH:19][CH:20]=3)=[CH:10][N:9]2[N:5]=1. The catalyst class is: 5. (9) Reactant: [Cl:1][C:2]1[C:3](Cl)=[C:4]2[N:10]=[C:9]([C:11]3[CH:16]=[CH:15][C:14]([O:17][CH2:18][CH2:19][N:20]4[CH2:25][CH2:24][O:23][CH2:22][CH2:21]4)=[CH:13][CH:12]=3)[NH:8][C:5]2=[N:6][CH:7]=1.[C:27]([O-:30])(O)=O.[Na+]. Product: [Cl:1][C:2]1[C:3]([NH:6][C:5]2[CH:4]=[CH:3][CH:2]=[CH:7][C:27]=2[OH:30])=[C:4]2[NH:10][C:9]([C:11]3[CH:16]=[CH:15][C:14]([O:17][CH2:18][CH2:19][N:20]4[CH2:25][CH2:24][O:23][CH2:22][CH2:21]4)=[CH:13][CH:12]=3)=[N:8][C:5]2=[N:6][CH:7]=1. The catalyst class is: 201.